Dataset: Full USPTO retrosynthesis dataset with 1.9M reactions from patents (1976-2016). Task: Predict the reactants needed to synthesize the given product. (1) The reactants are: [CH2:1]([NH:8][C:9]1[CH:14]=[C:13](Br)[CH:12]=[CH:11][C:10]=1[N+:16]([O-:18])=[O:17])[C:2]1[CH:7]=[CH:6][CH:5]=[CH:4][CH:3]=1.[N:19]1([C:25](=[O:27])[CH3:26])[CH2:24][CH2:23][NH:22][CH2:21][CH2:20]1. Given the product [CH2:1]([NH:8][C:9]1[CH:14]=[C:13]([N:22]2[CH2:23][CH2:24][N:19]([C:25](=[O:27])[CH3:26])[CH2:20][CH2:21]2)[CH:12]=[CH:11][C:10]=1[N+:16]([O-:18])=[O:17])[C:2]1[CH:7]=[CH:6][CH:5]=[CH:4][CH:3]=1, predict the reactants needed to synthesize it. (2) Given the product [C:1]([O:5][C:6]([NH:8][C@@H:9]([C:13]([CH3:16])([CH3:15])[CH3:14])[C:10]([N:31]1[C@H:30]([C:28]([N:27]([CH2:40][C:41]2[CH:42]=[CH:43][C:44]([C:45]([O:47][CH3:48])=[O:46])=[CH:49][CH:50]=2)[C@@H:25]([C:19]2[CH:20]=[CH:21][CH:22]=[C:23]([F:24])[C:18]=2[F:17])[CH3:26])=[O:29])[CH2:39][C:38]2[C:33](=[CH:34][CH:35]=[CH:36][CH:37]=2)[CH2:32]1)=[O:12])=[O:7])([CH3:2])([CH3:3])[CH3:4], predict the reactants needed to synthesize it. The reactants are: [C:1]([O:5][C:6]([NH:8][C@@H:9]([C:13]([CH3:16])([CH3:15])[CH3:14])[C:10]([OH:12])=O)=[O:7])([CH3:4])([CH3:3])[CH3:2].[F:17][C:18]1[C:23]([F:24])=[CH:22][CH:21]=[CH:20][C:19]=1[C@H:25]([N:27]([CH2:40][C:41]1[CH:50]=[CH:49][C:44]([C:45]([O:47][CH3:48])=[O:46])=[CH:43][CH:42]=1)[C:28]([C@@H:30]1[CH2:39][C:38]2[C:33](=[CH:34][CH:35]=[CH:36][CH:37]=2)[CH2:32][NH:31]1)=[O:29])[CH3:26].C(Cl)CCl.N1C2C(=NC=CC=2)N(O)N=1.CN1CCOCC1.